From a dataset of Aqueous solubility values for 9,982 compounds from the AqSolDB database. Regression/Classification. Given a drug SMILES string, predict its absorption, distribution, metabolism, or excretion properties. Task type varies by dataset: regression for continuous measurements (e.g., permeability, clearance, half-life) or binary classification for categorical outcomes (e.g., BBB penetration, CYP inhibition). For this dataset (solubility_aqsoldb), we predict Y. (1) The molecule is Nc1ccc(Cl)c(Cl)c1. The Y is -2.45 log mol/L. (2) The Y is -4.70 log mol/L. The compound is CCCCOC1=CC(=O)CC(C)C12Oc1c(Cl)c(OC)cc(OC)c1C2=O. (3) The drug is Clc1ccc(Oc2c(Cl)c(Cl)c(Cl)c(Cl)c2Cl)cc1Cl. The Y is -9.46 log mol/L. (4) The compound is Cc1cccc2ccc3cc4ccccc4cc3c12. The Y is -6.64 log mol/L. (5) The drug is CSc1nc(N=[N+]=[N-])nc(NC(C)C)n1. The Y is -3.48 log mol/L. (6) The compound is OC[C@H]1O[C@@](CO)(O[C@H]2O[C@H](CO[C@H]3O[C@H](CO)[C@H](O)[C@H](O)[C@H]3O)[C@@H](O)[C@H](O)[C@H]2O)[C@@H](O)[C@@H]1O. The Y is -0.396 log mol/L. (7) The compound is CC(O)C(=O)O.CCN(CC)CCCNc1nc(Nc2ccc(N=Nc3c(S(=O)(=O)O)cc4cc(S(=O)(=O)O)cc(Nc5nc(NCC(C)N)nc(NCC(C)N)n5)c4c3O)cc2)nc(Nc2ccc(N=Nc3c(S(=O)(=O)O)cc4cc(S(=O)(=O)O)cc(Nc5nc(NCC(C)N)nc(NCC(C)N)n5)c4c3O)cc2)n1. The Y is -0.794 log mol/L.